This data is from Reaction yield outcomes from USPTO patents with 853,638 reactions. The task is: Predict the reaction yield, written as a fraction of the theoretical maximum amount of product (1.0 means a 100% yield; for example, 0.34 means a 34% yield). (1) The reactants are [CH3:1][O:2][C:3]1[CH:4]=[C:5]2[C:10](=[CH:11][CH:12]=1)[N+:9]([O-])=[CH:8][CH:7]=[CH:6]2.COC(Cl)=O.C([Mg]Br)[C:20]1[CH:25]=[CH:24][C:23]([O:26][CH3:27])=[CH:22][CH:21]=1. The catalyst is C1COCC1. The product is [CH3:1][O:2][C:3]1[CH:4]=[C:5]2[C:10](=[CH:11][CH:12]=1)[N:9]=[C:8]([C:20]1[CH:25]=[CH:24][C:23]([O:26][CH3:27])=[CH:22][CH:21]=1)[CH:7]=[CH:6]2. The yield is 0.520. (2) The reactants are [CH3:1][C:2]1[S:6][C:5]([C:7]([O:9]C)=[O:8])=[CH:4][C:3]=1[C:11]1[N:15]([CH3:16])[N:14]=[CH:13][C:12]=1[CH:17]([CH3:19])[CH3:18].[OH-].[Na+]. The catalyst is O1CCCC1. The product is [CH3:1][C:2]1[S:6][C:5]([C:7]([OH:9])=[O:8])=[CH:4][C:3]=1[C:11]1[N:15]([CH3:16])[N:14]=[CH:13][C:12]=1[CH:17]([CH3:19])[CH3:18]. The yield is 0.790. (3) The catalyst is CN(C=O)C. The reactants are [CH:1]([N:14]1[CH2:19][CH2:18][NH:17][CH2:16][CH2:15]1)([C:8]1[CH:13]=[CH:12][CH:11]=[CH:10][CH:9]=1)[C:2]1[CH:7]=[CH:6][CH:5]=[CH:4][CH:3]=1.[F:20][C:21]1[C:27](F)=[CH:26][C:24]([NH2:25])=[C:23]([N+:29]([O-:31])=[O:30])[CH:22]=1.C(=O)([O-])[O-].[K+].[K+]. The product is [CH:1]([N:14]1[CH2:19][CH2:18][N:17]([C:27]2[C:21]([F:20])=[CH:22][C:23]([N+:29]([O-:31])=[O:30])=[C:24]([NH2:25])[CH:26]=2)[CH2:16][CH2:15]1)([C:8]1[CH:13]=[CH:12][CH:11]=[CH:10][CH:9]=1)[C:2]1[CH:7]=[CH:6][CH:5]=[CH:4][CH:3]=1. The yield is 0.788. (4) The reactants are [C:1]([O:5][C:6](=[O:14])[NH:7][CH:8]1[CH2:13][CH2:12][NH:11][CH2:10][CH2:9]1)([CH3:4])([CH3:3])[CH3:2].[CH3:15][O:16][C:17]1[CH:18]=[C:19]2[C:28](=[CH:29][CH:30]=1)[N:27]=[CH:26][C:25]1[S:24][CH2:23][C:22](=O)[CH2:21][C:20]2=1.C1(C)C=CC(S(O)(=O)=O)=CC=1.C(O)(=O)C.C([BH3-])#N.[Na+]. The catalyst is C1(C)C=CC=CC=1.CO. The product is [C:1]([O:5][C:6](=[O:14])[NH:7][CH:8]1[CH2:13][CH2:12][N:11]([CH:22]2[CH2:21][C:20]3[C:19]4[C:28](=[CH:29][CH:30]=[C:17]([O:16][CH3:15])[CH:18]=4)[N:27]=[CH:26][C:25]=3[S:24][CH2:23]2)[CH2:10][CH2:9]1)([CH3:4])([CH3:2])[CH3:3]. The yield is 0.280. (5) The product is [NH2:1][C:2]1[CH:10]=[CH:9][C:5]([C:6]([N:14]([CH3:15])[CH3:13])=[O:7])=[CH:4][C:3]=1[Cl:11]. The reactants are [NH2:1][C:2]1[CH:10]=[CH:9][C:5]([C:6](O)=[O:7])=[CH:4][C:3]=1[Cl:11].Cl.[CH3:13][N:14](C)[CH2:15]CCN=C=NCC.ON1C2C=CC=CC=2N=N1.C(N(CC)CC)C.Cl.CNC. The yield is 0.596. The catalyst is C(Cl)Cl.C(O)(C)C.C(Cl)(Cl)Cl. (6) The reactants are [C:1]([NH:5][S:6]([C:9]1[CH:14]=[CH:13][CH:12]=[C:11]([C:15]2[N:23]3[C:18]([CH:19]=[N:20][C:21](S(C)=O)=[N:22]3)=[CH:17][CH:16]=2)[CH:10]=1)(=[O:8])=[O:7])([CH3:4])([CH3:3])[CH3:2].[NH2:27][C:28]1[CH:39]=[CH:38][C:31]2[N:32]([CH3:37])[C:33](=[O:36])[CH2:34][O:35][C:30]=2[CH:29]=1. No catalyst specified. The product is [C:1]([NH:5][S:6]([C:9]1[CH:14]=[CH:13][CH:12]=[C:11]([C:15]2[N:23]3[C:18]([CH:19]=[N:20][C:21]([NH:27][C:28]4[CH:39]=[CH:38][C:31]5[N:32]([CH3:37])[C:33](=[O:36])[CH2:34][O:35][C:30]=5[CH:29]=4)=[N:22]3)=[CH:17][CH:16]=2)[CH:10]=1)(=[O:8])=[O:7])([CH3:4])([CH3:3])[CH3:2]. The yield is 0.357. (7) The reactants are [CH2:1]([C:5]1[N:10]=[C:9]([CH2:11][CH2:12][O:13]C)[N:8]([C:15]2[CH:16]=[CH:17][C:18]3[O:22][CH2:21][CH2:20][C:19]=3[CH:23]=2)[C:7](=[O:24])[C:6]=1[CH2:25][C:26]1[CH:31]=[CH:30][C:29]([C:32]2[CH:37]=[CH:36][CH:35]=[CH:34][C:33]=2[C:38]2[NH:42][C:41](=[O:43])[O:40][N:39]=2)=[CH:28][CH:27]=1)[CH2:2][CH2:3][CH3:4].CC(=O)CC.Cl. The catalyst is O. The product is [CH2:1]([C:5]1[N:10]=[C:9]([CH2:11][CH2:12][OH:13])[N:8]([C:15]2[CH:16]=[CH:17][C:18]3[O:22][CH2:21][CH2:20][C:19]=3[CH:23]=2)[C:7](=[O:24])[C:6]=1[CH2:25][C:26]1[CH:31]=[CH:30][C:29]([C:32]2[CH:37]=[CH:36][CH:35]=[CH:34][C:33]=2[C:38]2[NH:42][C:41](=[O:43])[O:40][N:39]=2)=[CH:28][CH:27]=1)[CH2:2][CH2:3][CH3:4]. The yield is 0.590. (8) The product is [Cl:1][C:2]1[CH:3]=[CH:4][C:5]2[O:9][C:8]([CH:10]3[CH2:11][CH2:12][N:13]([CH2:19][CH:18]([OH:17])[CH2:20][N:21]4[C:29]5[CH2:28][CH2:27][N:26]([C:30](=[O:32])[CH3:31])[CH2:25][C:24]=5[C:23]([C:33]5[CH:38]=[CH:37][C:36]([C:39]([F:42])([F:41])[F:40])=[CH:35][CH:34]=5)=[N:22]4)[CH2:14][CH2:15]3)=[N:7][C:6]=2[CH:16]=1. The yield is 0.950. The reactants are [Cl:1][C:2]1[CH:3]=[CH:4][C:5]2[O:9][C:8]([CH:10]3[CH2:15][CH2:14][NH:13][CH2:12][CH2:11]3)=[N:7][C:6]=2[CH:16]=1.[O:17]1[CH2:19][CH:18]1[CH2:20][N:21]1[C:29]2[CH2:28][CH2:27][N:26]([C:30](=[O:32])[CH3:31])[CH2:25][C:24]=2[C:23]([C:33]2[CH:38]=[CH:37][C:36]([C:39]([F:42])([F:41])[F:40])=[CH:35][CH:34]=2)=[N:22]1. The catalyst is CCO.